Dataset: Full USPTO retrosynthesis dataset with 1.9M reactions from patents (1976-2016). Task: Predict the reactants needed to synthesize the given product. (1) Given the product [CH2:1]([O:3][C:4](=[O:15])[CH:5]([C:7]1[CH:12]=[CH:11][C:10]2[NH:13][C:19](=[S:20])[S:21][C:9]=2[CH:8]=1)[CH3:6])[CH3:2], predict the reactants needed to synthesize it. The reactants are: [CH2:1]([O:3][C:4](=[O:15])[CH:5]([C:7]1[CH:12]=[CH:11][C:10]([NH2:13])=[C:9](Br)[CH:8]=1)[CH3:6])[CH3:2].C(O[C:19]([S-:21])=[S:20])C.[K+]. (2) Given the product [CH2:1]([C:3]1[CH:8]=[C:7]([C:9]2[CH2:10][CH2:11][N:12]([C:33]([NH:32][C:31]3[S:27][N:28]=[CH:29][N:30]=3)=[O:34])[CH2:13][CH:14]=2)[CH:6]=[CH:5][C:4]=1[N:15]([CH3:26])[C:16]1[N:21]=[CH:20][C:19]2[N:22]=[CH:23][N:24]([CH3:25])[C:18]=2[CH:17]=1)[CH3:2], predict the reactants needed to synthesize it. The reactants are: [CH2:1]([C:3]1[CH:8]=[C:7]([C:9]2[CH2:10][CH2:11][NH:12][CH2:13][CH:14]=2)[CH:6]=[CH:5][C:4]=1[N:15]([CH3:26])[C:16]1[N:21]=[CH:20][C:19]2[N:22]=[CH:23][N:24]([CH3:25])[C:18]=2[CH:17]=1)[CH3:2].[S:27]1[C:31]([NH:32][C:33](=O)[O:34]C2C=CC=CC=2)=[N:30][CH:29]=[N:28]1.C(N(C(C)C)CC)(C)C. (3) Given the product [Cl:1][C:2]1[CH:3]=[C:4]([C@@:8]2([C@@H:15]3[CH2:20][CH2:19][CH2:18][N:17]([C:21]([O:23][C:24]([CH3:27])([CH3:26])[CH3:25])=[O:22])[CH2:16]3)[CH2:9][CH2:10][CH2:11][C:12](=[O:13])[O:14]2)[CH:5]=[CH:6][CH:7]=1, predict the reactants needed to synthesize it. The reactants are: [Cl:1][C:2]1[CH:3]=[C:4]([C@:8]([C@@H:15]2[CH2:20][CH2:19][CH2:18][N:17]([C:21]([O:23][C:24]([CH3:27])([CH3:26])[CH3:25])=[O:22])[CH2:16]2)([OH:14])[CH2:9][CH2:10][CH2:11][CH2:12][OH:13])[CH:5]=[CH:6][CH:7]=1.C([O-])(O)=O.[Na+].[Na+].[Br-].ClN1C(=O)N(Cl)C(=O)N(Cl)C1=O. (4) Given the product [CH:1]1([C:5]2[N:9]=[C:8]([N:10]3[CH2:11][CH2:12][CH:13]([CH2:16][CH2:17][CH2:18][O:19][C:20]4[CH:28]=[CH:27][C:23]([C:24]([NH2:31])=[O:25])=[C:22]([CH3:29])[CH:21]=4)[CH2:14][CH2:15]3)[O:7][N:6]=2)[CH2:2][CH2:3][CH2:4]1, predict the reactants needed to synthesize it. The reactants are: [CH:1]1([C:5]2[N:9]=[C:8]([N:10]3[CH2:15][CH2:14][CH:13]([CH2:16][CH2:17][CH2:18][O:19][C:20]4[CH:28]=[CH:27][C:23]([C:24](O)=[O:25])=[C:22]([CH3:29])[CH:21]=4)[CH2:12][CH2:11]3)[O:7][N:6]=2)[CH2:4][CH2:3][CH2:2]1.[Cl-].[NH4+:31]. (5) Given the product [OH:8][C:9]1[C:10]([C:27]([O:29][CH3:30])=[O:28])=[N:11][N:12]2[C:18]3[C:19](=[CH:20][CH:21]=[CH:22][CH:23]=3)[NH:24][C:14](=[O:15])[C:13]=12, predict the reactants needed to synthesize it. The reactants are: C([O:8][C:9]1[C:10]([C:27]([O:29][CH3:30])=[O:28])=[N:11][N:12]([C:18]2[CH:23]=[CH:22][CH:21]=[CH:20][C:19]=2[N+:24]([O-])=O)[C:13]=1[C:14](OC)=[O:15])C1C=CC=CC=1. (6) Given the product [NH:10]1[C:11]2[CH:16]=[CH:15][CH:14]=[CH:13][C:12]=2[N:8]=[C:9]1[CH2:17][N:18]([CH2:41][C:38]1[CH:37]=[CH:36][C:35]([C:30]2[CH:31]=[CH:32][CH:33]=[CH:34][N:29]=2)=[CH:40][CH:39]=1)[CH:19]1[C:28]2[N:27]=[CH:26][CH:25]=[CH:24][C:23]=2[CH2:22][CH2:21][CH2:20]1, predict the reactants needed to synthesize it. The reactants are: C(OC([N:8]1[C:12]2[CH:13]=[CH:14][CH:15]=[CH:16][C:11]=2[N:10]=[C:9]1[CH2:17][NH:18][CH:19]1[C:28]2[N:27]=[CH:26][CH:25]=[CH:24][C:23]=2[CH2:22][CH2:21][CH2:20]1)=O)(C)(C)C.[N:29]1[CH:34]=[CH:33][CH:32]=[CH:31][C:30]=1[C:35]1[CH:40]=[CH:39][C:38]([CH:41]=O)=[CH:37][CH:36]=1.[BH-](OC(C)=O)(OC(C)=O)OC(C)=O.[Na+]. (7) Given the product [NH2:1][C@@H:2]([CH2:3][NH2:5])[CH2:6][CH2:7][CH2:8][C:9]1[CH:10]=[CH:11][C:12]([OH:15])=[CH:13][CH:14]=1, predict the reactants needed to synthesize it. The reactants are: [NH2:1][C@H:2]([CH2:6][CH2:7][CH2:8][C:9]1[CH:14]=[CH:13][C:12]([O:15][Si](C(C)(C)C)(C)C)=[CH:11][CH:10]=1)[C:3]([NH2:5])=O.B. (8) Given the product [Cl:26][C:23]1[CH:24]=[CH:25][C:20]([C:18]([NH:17][CH:13]([CH2:12][C:7]2[C:5]3[C:4](=[CH:3][CH:2]=[CH:1][CH:6]=3)[NH:11][C:9](=[O:10])[CH:8]=2)[C:14]([O:16][CH2:27][O:28][CH3:29])=[O:15])=[O:19])=[CH:21][CH:22]=1, predict the reactants needed to synthesize it. The reactants are: [CH:1]1[CH:2]=[CH:3][C:4]2[NH:11][C:9](=[O:10])[CH:8]=[C:7]([CH2:12][CH:13]([NH:17][C:18]([C:20]3[CH:21]=[CH:22][C:23]([Cl:26])=[CH:24][CH:25]=3)=[O:19])[C:14]([OH:16])=[O:15])[C:5]=2[CH:6]=1.[CH3:27][O:28][CH2:29]Cl. (9) Given the product [CH3:1][O:2][C:3]1[C:8]([C:9]2[NH:10][C:11]3[C:16]([CH:17]=2)=[CH:15][C:14]([C:18]([OH:20])=[O:19])=[CH:13][CH:12]=3)=[CH:7][CH:6]=[CH:5][N:4]=1, predict the reactants needed to synthesize it. The reactants are: [CH3:1][O:2][C:3]1[C:8]([C:9]2[NH:10][C:11]3[C:16]([CH:17]=2)=[CH:15][C:14]([C:18]([O:20]C)=[O:19])=[CH:13][CH:12]=3)=[CH:7][CH:6]=[CH:5][N:4]=1.[OH-].[Li+].O.